This data is from Forward reaction prediction with 1.9M reactions from USPTO patents (1976-2016). The task is: Predict the product of the given reaction. (1) Given the reactants [C:1]([C:4]1[CH:5]=[CH:6][C:7]2[O:11][C:10](C(OC)=O)=[CH:9][C:8]=2[CH:16]=1)(=[O:3])[CH3:2].[OH-].[Na+], predict the reaction product. The product is: [C:1]([C:4]1[CH:5]=[CH:6][C:7]2[O:11][CH:10]=[CH:9][C:8]=2[CH:16]=1)(=[O:3])[CH3:2]. (2) Given the reactants [OH:1][C:2]1[C:3]([C:18](=O)[CH3:19])=[N:4][N:5]([CH3:17])[C:6]=1[C:7]1[CH:12]=[CH:11][C:10]([C:13]([F:16])([F:15])[F:14])=[CH:9][CH:8]=1.[N:21]1[CH:26]=[CH:25][CH:24]=[CH:23][C:22]=1[CH2:27][NH:28][C:29]([C:31]1[S:32][C:33]([C:36]([NH:38][NH2:39])=[O:37])=[CH:34][CH:35]=1)=[O:30], predict the reaction product. The product is: [N:21]1[CH:26]=[CH:25][CH:24]=[CH:23][C:22]=1[CH2:27][NH:28][C:29]([C:31]1[S:32][C:33]([C:36]([NH:38][N:39]=[C:18]([C:3]2[C:2]([OH:1])=[C:6]([C:7]3[CH:12]=[CH:11][C:10]([C:13]([F:16])([F:15])[F:14])=[CH:9][CH:8]=3)[N:5]([CH3:17])[N:4]=2)[CH3:19])=[O:37])=[CH:34][CH:35]=1)=[O:30]. (3) Given the reactants [NH2:1][C@@H:2]1[CH2:7][CH2:6][N:5]([C:8]([O:10][C:11]([CH3:14])([CH3:13])[CH3:12])=[O:9])[CH2:4][C@@H:3]1[F:15].C(=O)([O-])[O-].[Na+].[Na+].Cl[C:23]([O:25][CH2:26][C:27]1[CH:32]=[CH:31][CH:30]=[CH:29][CH:28]=1)=[O:24], predict the reaction product. The product is: [CH2:26]([O:25][C:23]([NH:1][C@@H:2]1[CH2:7][CH2:6][N:5]([C:8]([O:10][C:11]([CH3:12])([CH3:14])[CH3:13])=[O:9])[CH2:4][C@@H:3]1[F:15])=[O:24])[C:27]1[CH:32]=[CH:31][CH:30]=[CH:29][CH:28]=1. (4) Given the reactants [O:1]1[CH2:3][CH:2]1[CH2:4][CH2:5][N:6]1[C:14](=[O:15])[C:13]2[C:8](=[CH:9][CH:10]=[CH:11][CH:12]=2)[C:7]1=[O:16].C(=O)([O-])[O-].[K+].[K+].Cl.[CH3:24][C:25]1[C:30]([CH3:31])=[CH:29][CH:28]=[CH:27][C:26]=1[N:32]1[CH2:37][CH2:36][NH:35][CH2:34][CH2:33]1, predict the reaction product. The product is: [CH3:24][C:25]1[C:30]([CH3:31])=[CH:29][CH:28]=[CH:27][C:26]=1[N:32]1[CH2:33][CH2:34][N:35]([CH2:3][CH:2]([OH:1])[CH2:4][CH2:5][N:6]2[C:14](=[O:15])[C:13]3[C:8](=[CH:9][CH:10]=[CH:11][CH:12]=3)[C:7]2=[O:16])[CH2:36][CH2:37]1. (5) Given the reactants [CH3:1][CH2:2][O:3][C:4]([C:6]1[NH:7][C:8]2[C:13]([C:14]=1[CH2:15][CH2:16]Cl)=[CH:12][C:11]([C:18]([OH:20])=O)=[CH:10][CH:9]=2)=[O:5].[CH2:21]([Cl:24])CCl.[CH:25]1[CH:26]=C[C:28]2[N:33](O)N=[N:31][C:29]=2[CH:30]=1.NC1C=NC=CC=1, predict the reaction product. The product is: [CH2:2]([O:3][C:4]([C:6]1[NH:7][C:8]2[C:13]([C:14]=1[CH2:15][CH2:16][CH2:21][Cl:24])=[CH:12][C:11]([C:18](=[O:20])[NH:31][C:29]1[CH:28]=[N:33][CH:26]=[CH:25][CH:30]=1)=[CH:10][CH:9]=2)=[O:5])[CH3:1]. (6) Given the reactants [N+:1]([O-:4])([OH:3])=[O:2].C(OC(=O)C)(=O)C.[CH2:12]1[O:16][C@@H:15]2[C@H:17]([OH:20])[CH2:18][O:19][C@@H:14]2[C@@H:13]1O, predict the reaction product. The product is: [N+:1]([O-:4])([O:3][C@@H:13]1[CH2:12][O:16][C@@H:15]2[C@H:17]([OH:20])[CH2:18][O:19][C@H:14]12)=[O:2]. (7) Given the reactants [C:1]1([CH3:10])[CH:6]=[CH:5][C:4]([CH2:7][C:8]#[N:9])=[CH:3][CH:2]=1.[O:11]=[C:12]([CH:14]=[C:15]([CH3:17])[CH3:16])[CH3:13].[Li+].C[Si]([N-][Si](C)(C)C)(C)C.C1COCC1, predict the reaction product. The product is: [C:1]1([CH3:10])[CH:6]=[CH:5][C:4]([CH:7]([C:8]#[N:9])[C:15]([CH3:17])([CH3:16])[CH2:14][C:12](=[O:11])[CH3:13])=[CH:3][CH:2]=1. (8) Given the reactants [Cl:1][C:2]1[CH:10]=[C:9]2[C:5](/[C:6](=[CH:12]/[C:13]3[CH:18]=[CH:17][CH:16]=[C:15]([Cl:19])[CH:14]=3)/[C:7](=[O:11])[NH:8]2)=[CH:4][CH:3]=1.Cl[C:21]([O:23][CH2:24][CH3:25])=[O:22].C(N(CC)CC)C.Cl, predict the reaction product. The product is: [CH2:24]([O:23][C:21]([N:8]1[C:9]2[C:5](=[CH:4][CH:3]=[C:2]([Cl:1])[CH:10]=2)/[C:6](=[CH:12]/[C:13]2[CH:18]=[CH:17][CH:16]=[C:15]([Cl:19])[CH:14]=2)/[C:7]1=[O:11])=[O:22])[CH3:25]. (9) Given the reactants [OH-].[K+].[Cl:3][C:4]1[CH:26]=[CH:25][CH:24]=[CH:23][C:5]=1[C:6]([NH:8][CH:9]1[C:18]2[C:13](=[CH:14][CH:15]=[C:16]([C:19]([O:21]C)=[O:20])[CH:17]=2)[O:12][CH2:11][CH2:10]1)=[O:7], predict the reaction product. The product is: [Cl:3][C:4]1[CH:26]=[CH:25][CH:24]=[CH:23][C:5]=1[C:6]([NH:8][CH:9]1[C:18]2[C:13](=[CH:14][CH:15]=[C:16]([C:19]([OH:21])=[O:20])[CH:17]=2)[O:12][CH2:11][CH2:10]1)=[O:7]. (10) Given the reactants [OH:1][CH2:2][CH:3]1[NH:8][CH2:7][CH2:6][N:5]([C:9]([O:11][C:12]([CH3:15])([CH3:14])[CH3:13])=[O:10])[CH2:4]1.C(N(CC)CC)C.[F:23][C:24]1[CH:32]=[CH:31][CH:30]=[CH:29][C:25]=1[C:26](Cl)=[O:27].O, predict the reaction product. The product is: [F:23][C:24]1[CH:32]=[CH:31][CH:30]=[CH:29][C:25]=1[C:26]([N:8]1[CH2:7][CH2:6][N:5]([C:9]([O:11][C:12]([CH3:15])([CH3:14])[CH3:13])=[O:10])[CH2:4][CH:3]1[CH2:2][OH:1])=[O:27].